Dataset: NCI-60 drug combinations with 297,098 pairs across 59 cell lines. Task: Regression. Given two drug SMILES strings and cell line genomic features, predict the synergy score measuring deviation from expected non-interaction effect. Drug 1: CC1=C(C=C(C=C1)NC2=NC=CC(=N2)N(C)C3=CC4=NN(C(=C4C=C3)C)C)S(=O)(=O)N.Cl. Drug 2: C1CC(=O)NC(=O)C1N2CC3=C(C2=O)C=CC=C3N. Cell line: MOLT-4. Synergy scores: CSS=-1.37, Synergy_ZIP=6.56, Synergy_Bliss=-2.28, Synergy_Loewe=-8.88, Synergy_HSA=-6.20.